From a dataset of Full USPTO retrosynthesis dataset with 1.9M reactions from patents (1976-2016). Predict the reactants needed to synthesize the given product. (1) Given the product [F:10][C:8]1[CH:7]=[C:4]([CH:3]=[C:2]([NH:11][C:12]2[CH:13]=[N:14][CH:15]=[N:16][CH:17]=2)[CH:9]=1)[C:5]#[N:6], predict the reactants needed to synthesize it. The reactants are: Br[C:2]1[CH:3]=[C:4]([CH:7]=[C:8]([F:10])[CH:9]=1)[C:5]#[N:6].[NH2:11][C:12]1[CH:13]=[N:14][CH:15]=[N:16][CH:17]=1.C([O-])([O-])=O.[Cs+].[Cs+]. (2) The reactants are: [CH3:1][C:2]1[S:3][CH:4]=[C:5]([CH2:7][N:8]2[C:13]3[CH:14]=[C:15]([C:17]4[CH:22]=[CH:21][CH:20]=[CH:19][CH:18]=4)[S:16][C:12]=3[C:11](=[O:23])[N:10]([CH:24]3[CH2:29][CH2:28][N:27](C(OC(C)(C)C)=O)[CH2:26][CH2:25]3)[C:9]2=[O:37])[N:6]=1.[ClH:38]. Given the product [ClH:38].[CH3:1][C:2]1[S:3][CH:4]=[C:5]([CH2:7][N:8]2[C:13]3[CH:14]=[C:15]([C:17]4[CH:18]=[CH:19][CH:20]=[CH:21][CH:22]=4)[S:16][C:12]=3[C:11](=[O:23])[N:10]([CH:24]3[CH2:29][CH2:28][NH:27][CH2:26][CH2:25]3)[C:9]2=[O:37])[N:6]=1, predict the reactants needed to synthesize it.